This data is from Full USPTO retrosynthesis dataset with 1.9M reactions from patents (1976-2016). The task is: Predict the reactants needed to synthesize the given product. (1) Given the product [CH3:32][N:31]([CH3:35])[C:26]1[N:25]=[C:24]([C:22]2[O:21][N:20]=[C:19]([C:17]3[CH:16]=[C:15]([CH3:34])[C:4]([O:5][CH2:6][CH:7]([OH:14])[CH2:8][NH:9][C:10](=[O:13])[CH2:11][OH:12])=[C:3]([CH3:1])[CH:18]=3)[N:23]=2)[CH:29]=[C:28]([CH3:30])[N:27]=1, predict the reactants needed to synthesize it. The reactants are: [CH2:1]([C:3]1[CH:18]=[C:17]([C:19]2[N:23]=[C:22]([C:24]3[CH:29]=[C:28]([CH3:30])[N:27]=[C:26]([NH:31][CH2:32]C)[N:25]=3)[O:21][N:20]=2)[CH:16]=[C:15]([CH3:34])[C:4]=1[O:5][CH2:6][C@@H:7]([OH:14])[CH2:8][NH:9][C:10](=[O:13])[CH2:11][OH:12])C.[CH3:35]C1N=C(NC)N=C(C(O)=O)C=1.C(N)(=O)C. (2) Given the product [NH:31]1[CH2:32][CH2:33][CH:28]([O:27][C:24]2[C:25]3[N:26]=[C:17]([C:13]4[CH:12]=[C:11]([NH:10][S:7]([C:1]5[CH:6]=[CH:5][CH:4]=[CH:3][CH:2]=5)(=[O:8])=[O:9])[CH:16]=[N:15][CH:14]=4)[CH:18]=[CH:19][C:20]=3[N:21]=[CH:22][N:23]=2)[CH2:29][CH2:30]1, predict the reactants needed to synthesize it. The reactants are: [C:1]1([S:7]([NH:10][C:11]2[CH:12]=[C:13]([C:17]3[CH:18]=[CH:19][C:20]4[N:21]=[CH:22][N:23]=[C:24]([O:27][CH:28]5[CH2:33][CH2:32][N:31](C(OC(C)(C)C)=O)[CH2:30][CH2:29]5)[C:25]=4[N:26]=3)[CH:14]=[N:15][CH:16]=2)(=[O:9])=[O:8])[CH:6]=[CH:5][CH:4]=[CH:3][CH:2]=1.C(O)(C(F)(F)F)=O. (3) Given the product [CH2:1]([N:6]1[C:13](=[O:14])[C:12](=[O:16])[C:11]2=[CH:10][CH:9]=[CH:8][N:7]12)[CH2:2][CH2:3][CH2:4][CH3:5], predict the reactants needed to synthesize it. The reactants are: [CH2:1]([NH:6][N:7]1[CH:11]=[CH:10][CH:9]=[CH:8]1)[CH2:2][CH2:3][CH2:4][CH3:5].[C:12](Cl)(=[O:16])[C:13](Cl)=[O:14]. (4) Given the product [N:19]1[CH:18]=[CH:17][C:16]([C:13]2[N:12]=[C:11]([CH2:10][NH:9][C:7]([C:6]3[C:5]4[O:25][CH2:26][CH2:24][C:4]=4[CH:3]=[CH:23][CH:22]=3)=[O:8])[NH:15][N:14]=2)=[CH:21][CH:20]=1, predict the reactants needed to synthesize it. The reactants are: CO[C:3]1[CH:23]=[CH:22][C:6]([C:7]([NH:9][CH2:10][C:11]2[NH:15][N:14]=[C:13]([C:16]3[CH:21]=[CH:20][N:19]=[CH:18][CH:17]=3)[N:12]=2)=[O:8])=[CH:5][C:4]=1[CH3:24].[O:25]1C2C(C(O)=O)=CC=CC=2C[CH2:26]1.COC1C=CC(C(O)=O)=CC=1C.